Dataset: TCR-epitope binding with 47,182 pairs between 192 epitopes and 23,139 TCRs. Task: Binary Classification. Given a T-cell receptor sequence (or CDR3 region) and an epitope sequence, predict whether binding occurs between them. The epitope is FLPRVFSAV. The TCR CDR3 sequence is CATSDLYGAGYTF. Result: 1 (the TCR binds to the epitope).